From a dataset of Reaction yield outcomes from USPTO patents with 853,638 reactions. Predict the reaction yield, written as a fraction of the theoretical maximum amount of product (1.0 means a 100% yield; for example, 0.34 means a 34% yield). The reactants are [Br:1][C:2]1[CH:13]=[CH:12][C:5]2[N:6]=C(C)O[C:9](=[O:10])[C:4]=2[CH:3]=1.[CH2:14]([C:18]1[CH:23]=[CH:22][C:21]([Mg]Br)=[CH:20][CH:19]=1)[CH2:15][CH2:16][CH3:17].Cl.[OH-].[Na+]. The catalyst is C(Cl)Cl. The product is [NH2:6][C:5]1[CH:12]=[CH:13][C:2]([Br:1])=[CH:3][C:4]=1[C:9]([C:21]1[CH:22]=[CH:23][C:18]([CH2:14][CH2:15][CH2:16][CH3:17])=[CH:19][CH:20]=1)=[O:10]. The yield is 0.600.